From a dataset of CYP2C9 inhibition data for predicting drug metabolism from PubChem BioAssay. Regression/Classification. Given a drug SMILES string, predict its absorption, distribution, metabolism, or excretion properties. Task type varies by dataset: regression for continuous measurements (e.g., permeability, clearance, half-life) or binary classification for categorical outcomes (e.g., BBB penetration, CYP inhibition). Dataset: cyp2c9_veith. (1) The drug is Cc1ccccc1C(=O)N/N=C/c1ccncc1. The result is 1 (inhibitor). (2) The molecule is CCCCCCCC/C=C\CCCCCCCC(N)=O. The result is 0 (non-inhibitor). (3) The molecule is Cc1ncc(COP(=O)(O)O)c(C)c1O. The result is 0 (non-inhibitor).